Task: Predict which catalyst facilitates the given reaction.. Dataset: Catalyst prediction with 721,799 reactions and 888 catalyst types from USPTO (1) Reactant: [C:1]1([CH2:7][CH2:8][CH2:9][C:10]([NH:12][CH2:13][C:14]([OH:16])=O)=[O:11])[CH:6]=[CH:5][CH:4]=[CH:3][CH:2]=1.Cl.[CH2:18]([O:20][C:21]([CH:23]1[CH2:27][CH:26]([OH:28])[CH2:25][NH:24]1)=[O:22])[CH3:19].CCN(CC)CC.CN(C(ON1N=NC2C=CC=CC1=2)=[N+](C)C)C.F[P-](F)(F)(F)(F)F. Product: [CH2:18]([O:20][C:21]([CH:23]1[CH2:27][CH:26]([OH:28])[CH2:25][N:24]1[C:14](=[O:16])[CH2:13][NH:12][C:10](=[O:11])[CH2:9][CH2:8][CH2:7][C:1]1[CH:2]=[CH:3][CH:4]=[CH:5][CH:6]=1)=[O:22])[CH3:19]. The catalyst class is: 85. (2) Product: [CH:11]1([C:3]2[CH:4]=[CH:5][C:6]([C:8]([OH:10])=[O:9])=[N:7][C:2]=2[O:20][C@@H:16]([C:15]([F:22])([F:21])[F:14])[CH2:17][CH2:18][OH:19])[CH2:13][CH2:12]1. The catalyst class is: 3. Reactant: Cl[C:2]1[N:7]=[C:6]([C:8]([OH:10])=[O:9])[CH:5]=[CH:4][C:3]=1[CH:11]1[CH2:13][CH2:12]1.[F:14][C:15]([F:22])([F:21])[C@H:16]([OH:20])[CH2:17][CH2:18][OH:19].CC(C)([O-])C.[K+].Cl. (3) Reactant: Cl[C:2]1[C:3]2[C:10]([Cl:11])=[CH:9][S:8][C:4]=2[N:5]=[CH:6][N:7]=1.[CH:12]([C:15]1[CH:20]=[CH:19][C:18]([CH:21]([NH2:23])[CH3:22])=[CH:17][CH:16]=1)([CH3:14])[CH3:13].C(N(CC)CC)C. The catalyst class is: 18. Product: [Cl:11][C:10]1[C:3]2[C:2]([NH:23][CH:21]([C:18]3[CH:19]=[CH:20][C:15]([CH:12]([CH3:14])[CH3:13])=[CH:16][CH:17]=3)[CH3:22])=[N:7][CH:6]=[N:5][C:4]=2[S:8][CH:9]=1. (4) Reactant: [C:1]([O:11][CH:12]([CH3:14])[CH3:13])(=[O:10])/[CH:2]=[CH:3]/[C:4]([O:6][CH:7]([CH3:9])[CH3:8])=[O:5].[C:15]([O:25][CH2:26][CH3:27])(=[O:24])[CH:16]=[CH:17][C:18]1[CH:23]=[CH:22][CH:21]=[CH:20][CH:19]=1.C1C(CC2C=CC(N3C(=O)C=CC3=O)=CC=2)=CC=C(N2C(=O)C=CC2=O)C=1.C(OOOC(C)(C)C)(=O)C(C)(C)C. Product: [C:4]([O:6][CH:7]([CH3:9])[CH3:8])(=[O:5])/[CH:3]=[CH:2]/[C:1]([O:11][CH:12]([CH3:14])[CH3:13])=[O:10].[C:15]([O:25][CH2:26][CH3:27])(=[O:24])[CH:16]=[CH:17][C:18]1[CH:19]=[CH:20][CH:21]=[CH:22][CH:23]=1. The catalyst class is: 83. (5) Reactant: [F:1][C:2]1[CH:3]=[C:4]([CH:10]=[CH:11][C:12]=1F)[C:5]([O:7]CC)=[O:6].[CH3:14][C:15]1[NH:16][CH:17]=[CH:18][N:19]=1.C([O-])([O-])=O.[K+].[K+].O. Product: [F:1][C:2]1[CH:3]=[C:4]([CH:10]=[CH:11][C:12]=1[N:16]1[CH:17]=[CH:18][N:19]=[C:15]1[CH3:14])[C:5]([OH:7])=[O:6]. The catalyst class is: 13. (6) Reactant: Cl[C:2]([O:4][CH2:5][CH3:6])=[O:3].[C:7]1(=[O:17])[NH:11][C:10](=[O:12])[C:9]2[CH2:13][CH2:14][CH2:15][CH2:16][C:8]1=2.C(N(CC)CC)C.CO. Product: [CH2:5]([O:4][C:2]([N:11]1[C:10](=[O:12])[C:9]2[CH2:13][CH2:14][CH2:15][CH2:16][C:8]=2[C:7]1=[O:17])=[O:3])[CH3:6]. The catalyst class is: 695.